From a dataset of Reaction yield outcomes from USPTO patents with 853,638 reactions. Predict the reaction yield, written as a fraction of the theoretical maximum amount of product (1.0 means a 100% yield; for example, 0.34 means a 34% yield). The reactants are Br[C:2]1[N:3]=[C:4]([C:23]2[O:24][C:25]([C:28]3[CH:33]=[CH:32][CH:31]=[CH:30][CH:29]=3)=[N:26][N:27]=2)[C:5]([N:8]([C:16]([O:18][C:19]([CH3:22])([CH3:21])[CH3:20])=[O:17])[C:9](=[O:15])[O:10][C:11]([CH3:14])([CH3:13])[CH3:12])=[N:6][CH:7]=1.[O:34]1[C:38]2([CH2:43][CH2:42][C:41](B3OC(C)(C)C(C)(C)O3)=[CH:40][CH2:39]2)[O:37][CH2:36][CH2:35]1.C(P(C(C)(C)C)C1C=CC(N(C)C)=CC=1)(C)(C)C.C([O-])([O-])=O.[K+].[K+]. The catalyst is C1(C)C=CC=CC=1.O.C(Cl)Cl.Cl[Pd]Cl. The product is [C:11]([O:10][C:9]([N:8]([C:5]1[C:4]([C:23]2[O:24][C:25]([C:28]3[CH:33]=[CH:32][CH:31]=[CH:30][CH:29]=3)=[N:26][N:27]=2)=[N:3][C:2]([C:41]2[CH2:42][CH2:43][C:38]3([O:37][CH2:36][CH2:35][O:34]3)[CH2:39][CH:40]=2)=[CH:7][N:6]=1)[C:16](=[O:17])[O:18][C:19]([CH3:22])([CH3:21])[CH3:20])=[O:15])([CH3:14])([CH3:13])[CH3:12]. The yield is 0.650.